This data is from Peptide-MHC class II binding affinity with 134,281 pairs from IEDB. The task is: Regression. Given a peptide amino acid sequence and an MHC pseudo amino acid sequence, predict their binding affinity value. This is MHC class II binding data. (1) The peptide sequence is LYKYKVVKIEPLGVAPTKAK. The MHC is HLA-DQA10102-DQB10602 with pseudo-sequence HLA-DQA10102-DQB10602. The binding affinity (normalized) is 0.115. (2) The peptide sequence is TITVYAVTYYKEADY. The MHC is HLA-DQA10501-DQB10201 with pseudo-sequence HLA-DQA10501-DQB10201. The binding affinity (normalized) is 0.584. (3) The peptide sequence is GELQIVDKIDAAFKG. The MHC is DRB1_0401 with pseudo-sequence DRB1_0401. The binding affinity (normalized) is 0.501. (4) The peptide sequence is FEFNKKAIETLNDNT. The MHC is H-2-IAb with pseudo-sequence H-2-IAb. The binding affinity (normalized) is 0. (5) The peptide sequence is KVLIELEPPFGDSYIVV. The MHC is DRB1_0404 with pseudo-sequence DRB1_0404. The binding affinity (normalized) is 0.0425. (6) The peptide sequence is EKKYLAATQFEPLAA. The MHC is HLA-DPA10201-DPB10501 with pseudo-sequence HLA-DPA10201-DPB10501. The binding affinity (normalized) is 0.649. (7) The peptide sequence is SNGTGNIVSSVNMVSRL. The MHC is DRB1_0101 with pseudo-sequence DRB1_0101. The binding affinity (normalized) is 0.873.